This data is from Experimentally validated miRNA-target interactions with 360,000+ pairs, plus equal number of negative samples. The task is: Binary Classification. Given a miRNA mature sequence and a target amino acid sequence, predict their likelihood of interaction. (1) The miRNA is rno-miR-200b-5p with sequence CAUCUUACUGGGCAGCAUUGGA. The protein sequence of the target gene is MEVAWLVYVLGQQPLARQGEGQSRLVPGRGLVLWLPGLPRSSPSWPAVDLAPLAPARPRGPLICHTGHEQAGREPGPGSSTKGPVLHDQDTRCAFLPRPPGPLQTRRYCRHQGRQGSGLGAGPGAGTWAPAPPGVSKPRCPGRARPGEGQQQVTTARPPAINRGARQPRAGAAAAGRGPGAGAWRTGEAAASAGPAVGEGGAMGSRRAPSRGWGAGGRSGAGGDGEDDGPVWIPSPASRSYLLSVRPETSLSSNRLSHPSSGRSTFCSIIAQLTEETQPLFETTLKSRSVSEDSDVRFTC.... Result: 0 (no interaction). (2) The miRNA is mmu-miR-5119 with sequence CAUCUCAUCCUGGGGCUGG. The protein sequence of the target gene is MDDYRYRDNYEGYAPSDGYYRSNEQNQEEDAQSDVTEGHDEEDEIYEGEYQGIPHPDDVKSKQTKMAPSRADGLGGQADLMAERMEDEEELAHQYETIIDECGHGRFQWTLFFVLGLALMADGVEIFVVSFALPSAEKDMCLSSSKKGMLGLIVYLGMMAGAFILGGLADKLGRKKVLSMSLAINASFASLSSFVQGYGAFLFCRLISGIGIGGSLPIVFAYFSEFLSREKRGEHLSWLGIFWMTGGIYASAMAWSIIPHYGWGFSMGTNYHFHSWRVFVIVCALPATVSMVALKFMPES.... Result: 1 (interaction).